Dataset: Full USPTO retrosynthesis dataset with 1.9M reactions from patents (1976-2016). Task: Predict the reactants needed to synthesize the given product. (1) Given the product [CH3:1][O:2][C:3](=[O:12])[CH2:4][C:5]1[CH:10]=[CH:9][CH:8]=[CH:7][C:6]=1[C:19]1[CH:20]=[CH:21][C:16]([C:13]([OH:15])=[O:14])=[CH:17][CH:18]=1, predict the reactants needed to synthesize it. The reactants are: [CH3:1][O:2][C:3](=[O:12])[CH2:4][C:5]1[CH:10]=[CH:9][CH:8]=[CH:7][C:6]=1Br.[C:13]([C:16]1[CH:21]=[CH:20][C:19](B(O)O)=[CH:18][CH:17]=1)([OH:15])=[O:14].P([O-])([O-])([O-])=O.[K+].[K+].[K+]. (2) Given the product [CH3:1][O:2][C:3]1[CH:4]=[C:5]2[C:10](=[CH:11][C:12]=1[O:13][CH3:14])[N:9]=[CH:8][N:7]=[C:6]2[O:15][C:16]1[CH:22]=[CH:21][C:19]([NH:20][C:27]([NH:49][CH2:43][C:42]2[CH:41]=[CH:40][CH:37]=[CH:38][N:39]=2)=[O:33])=[CH:18][CH:17]=1, predict the reactants needed to synthesize it. The reactants are: [CH3:1][O:2][C:3]1[CH:4]=[C:5]2[C:10](=[CH:11][C:12]=1[O:13][CH3:14])[N:9]=[CH:8][N:7]=[C:6]2[O:15][C:16]1[CH:22]=[CH:21][C:19]([NH2:20])=[CH:18][CH:17]=1.ClC(Cl)(O[C:27](=[O:33])OC(Cl)(Cl)Cl)Cl.FC1[CH:43]=[C:42](F)[CH:41]=[CH:40][C:37]=1[CH2:38][NH2:39].CO.C([N:49](CC)CC)C.